Dataset: NCI-60 drug combinations with 297,098 pairs across 59 cell lines. Task: Regression. Given two drug SMILES strings and cell line genomic features, predict the synergy score measuring deviation from expected non-interaction effect. (1) Drug 1: C1=NC2=C(N1)C(=S)N=C(N2)N. Drug 2: CCCS(=O)(=O)NC1=C(C(=C(C=C1)F)C(=O)C2=CNC3=C2C=C(C=N3)C4=CC=C(C=C4)Cl)F. Cell line: SW-620. Synergy scores: CSS=2.77, Synergy_ZIP=10.9, Synergy_Bliss=5.53, Synergy_Loewe=-18.4, Synergy_HSA=-10.9. (2) Drug 1: CN1CCC(CC1)COC2=C(C=C3C(=C2)N=CN=C3NC4=C(C=C(C=C4)Br)F)OC. Drug 2: C1=CC=C(C=C1)NC(=O)CCCCCCC(=O)NO. Cell line: RPMI-8226. Synergy scores: CSS=-9.12, Synergy_ZIP=-12.3, Synergy_Bliss=-19.5, Synergy_Loewe=-45.9, Synergy_HSA=-22.9.